Dataset: Catalyst prediction with 721,799 reactions and 888 catalyst types from USPTO. Task: Predict which catalyst facilitates the given reaction. Reactant: [C:1]([O:5][C:6]([N:8]1[CH2:13][CH2:12][N:11]([CH2:14][C:15]([N:17]2[C:25]3[CH:24]=[CH:23][N:22]=[C:21](Cl)[C:20]=3[CH2:19][CH2:18]2)=[O:16])[CH2:10][C@H:9]1[CH3:27])=[O:7])([CH3:4])([CH3:3])[CH3:2].C(N(CC)CC)C. Product: [C:1]([O:5][C:6]([N:8]1[CH2:13][CH2:12][N:11]([CH2:14][C:15]([N:17]2[C:25]3[CH:24]=[CH:23][N:22]=[CH:21][C:20]=3[CH2:19][CH2:18]2)=[O:16])[CH2:10][C@H:9]1[CH3:27])=[O:7])([CH3:4])([CH3:2])[CH3:3]. The catalyst class is: 354.